Dataset: Reaction yield outcomes from USPTO patents with 853,638 reactions. Task: Predict the reaction yield, written as a fraction of the theoretical maximum amount of product (1.0 means a 100% yield; for example, 0.34 means a 34% yield). (1) The reactants are [NH2:1][C:2]1[NH:6][N:5]=[C:4]([CH3:7])[C:3]=1[C:8]1[S:9][C:10]2[CH:16]=[C:15]([S:17](Cl)(=[O:19])=[O:18])[C:14]([F:21])=[CH:13][C:11]=2[N:12]=1.FC1C=CC2SC(C3C(C)=NNC=3N)=NC=2C=1.[N:39]1[CH:44]=[CH:43][C:42]([CH2:45][NH2:46])=[CH:41][CH:40]=1.C(N(CC)CC)C. The catalyst is C(Cl)(Cl)Cl. The product is [N:39]1[CH:44]=[CH:43][C:42]([CH2:45][NH:46][S:17]([C:15]2[C:14]([F:21])=[CH:13][C:11]3[N:12]=[C:8]([C:3]4[C:4]([CH3:7])=[N:5][NH:6][C:2]=4[NH2:1])[S:9][C:10]=3[CH:16]=2)(=[O:19])=[O:18])=[CH:41][CH:40]=1. The yield is 0.240. (2) The reactants are [Cl:1][C:2]1[CH:9]=[C:8]([C:10]2[CH:14]=[CH:13][NH:12][N:11]=2)[CH:7]=[C:6]([F:15])[C:3]=1[C:4]#[N:5].[C:16]1(P(C2C=CC=CC=2)C2C=CC=CC=2)[CH:21]=CC=C[CH:17]=1.CC(OC(/[N:41]=N/C(OC(C)C)=O)=O)C.Cl. The catalyst is C(OCC)(=O)C.C(Cl)Cl.O. The product is [NH2:41][CH2:17][C@@H:16]([N:12]1[CH:13]=[CH:14][C:10]([C:8]2[CH:7]=[C:6]([F:15])[C:3]([C:4]#[N:5])=[C:2]([Cl:1])[CH:9]=2)=[N:11]1)[CH3:21]. The yield is 0.318.